This data is from Catalyst prediction with 721,799 reactions and 888 catalyst types from USPTO. The task is: Predict which catalyst facilitates the given reaction. (1) Reactant: C(OC(=O)[NH:5][C:6]1[C:7]([C:12]#[C:13][Si](C)(C)C)=[N:8][CH:9]=[CH:10][CH:11]=1)C.[O-]CC.[Na+]. Product: [NH:5]1[C:6]2[C:7](=[N:8][CH:9]=[CH:10][CH:11]=2)[CH:12]=[CH:13]1. The catalyst class is: 823. (2) Reactant: [N:1]1[NH:2][N:3]=[N:4][C:5]=1[C:6]1[CH:7]=[C:8]([NH:16][C:17](=[O:45])[CH2:18][C:19]2[CH:24]=[CH:23][C:22]([C:25]3[CH:26]=[N:27][C:28]([O:34]CC4C=CC(OC)=CC=4)=[C:29]([O:31][CH2:32][CH3:33])[CH:30]=3)=[CH:21][C:20]=2[F:44])[CH:9]=[C:10]([C:12]([F:15])([F:14])[F:13])[CH:11]=1.C(O)(C(F)(F)F)=O. Product: [N:4]1[NH:3][N:2]=[N:1][C:5]=1[C:6]1[CH:7]=[C:8]([NH:16][C:17](=[O:45])[CH2:18][C:19]2[CH:24]=[CH:23][C:22]([C:25]3[CH:30]=[C:29]([O:31][CH2:32][CH3:33])[C:28](=[O:34])[NH:27][CH:26]=3)=[CH:21][C:20]=2[F:44])[CH:9]=[C:10]([C:12]([F:14])([F:13])[F:15])[CH:11]=1. The catalyst class is: 2.